Dataset: Reaction yield outcomes from USPTO patents with 853,638 reactions. Task: Predict the reaction yield, written as a fraction of the theoretical maximum amount of product (1.0 means a 100% yield; for example, 0.34 means a 34% yield). (1) The reactants are [OH:1][CH2:2][CH2:3][CH2:4][CH2:5][CH2:6][NH:7][C:8](=[O:14])[O:9][C:10]([CH3:13])([CH3:12])[CH3:11].[N+](=[CH:17][C:18]([O:20][CH2:21][CH3:22])=[O:19])=[N-].C(=O)(O)[O-].[Na+]. The catalyst is ClCCl. The product is [C:10]([O:9][C:8]([NH:7][CH2:6][CH2:5][CH2:4][CH2:3][CH2:2][O:1][CH2:17][C:18]([O:20][CH2:21][CH3:22])=[O:19])=[O:14])([CH3:11])([CH3:13])[CH3:12]. The yield is 0.150. (2) The catalyst is CCCCO.CCOC(C)=O. The product is [Cl:1][C:2]1[N:10]=[C:9]2[C:5]([N:6]=[CH:7][N:8]2[CH2:11][CH2:12][CH3:13])=[C:4]([NH:23][CH2:22][C:20]2[S:21][C:17]([CH3:16])=[CH:18][CH:19]=2)[N:3]=1. The yield is 0.890. The reactants are [Cl:1][C:2]1[N:10]=[C:9]2[C:5]([N:6]=[CH:7][N:8]2[CH2:11][CH2:12][CH3:13])=[C:4](Cl)[N:3]=1.Cl.[CH3:16][C:17]1[S:21][C:20]([CH2:22][NH2:23])=[CH:19][CH:18]=1.C(N(CC)CC)C.O. (3) The reactants are Br[C:2]1[N:3]([C:22]2[C:31]3[C:26](=[CH:27][CH:28]=[CH:29][CH:30]=3)[C:25]([CH:32]3CC3)=[CH:24][CH:23]=2)[C:4]([S:7]CC(NC2C=CC(C(O)=O)=CC=2Cl)=O)=[N:5][N:6]=1.Cl.NNC(N)=N.C([N:44](C(C)C)CC)(C)C.CN(C)[CH:52]=[O:53]. No catalyst specified. The product is [NH2:44][C:2]1[N:3]([C:22]2[C:27]3[C:26](=[CH:31][CH:30]=[C:29]([O:53][CH3:52])[CH:28]=3)[C:25]([CH3:32])=[CH:24][CH:23]=2)[C:4]([SH:7])=[N:5][N:6]=1. The yield is 0.910. (4) The yield is 0.0700. The reactants are [S:1]1[C:5]([CH:6]=O)=[CH:4][N:3]=[CH:2]1.[CH:8](=[N:15]/[C:16]1[CH:24]=[CH:23][CH:22]=[C:21]2[C:17]=1[CH2:18][O:19][C:20]2=[O:25])\[C:9]1[CH:14]=[CH:13][CH:12]=[CH:11][CH:10]=1.[CH3:26][O-:27].[Na+]. The product is [O:27]=[C:26]1[C:17]2[C:21]([C:20]([O:19][CH3:18])=[O:25])=[CH:22][CH:23]=[CH:24][C:16]=2[NH:15][CH:8]([C:9]2[CH:14]=[CH:13][CH:12]=[CH:11][CH:10]=2)[CH:6]1[C:5]1[S:1][CH:2]=[N:3][CH:4]=1. The catalyst is C(OCC)(=O)CC. (5) The reactants are [Cl:1][CH2:2][CH2:3][O:4][C:5]1[CH:12]=[CH:11][C:8]([CH2:9]O)=[CH:7][CH:6]=1.S(Br)([Br:15])=O. The catalyst is O1CCOCC1.CCOCC. The product is [Cl:1][CH2:2][CH2:3][O:4][C:5]1[CH:12]=[CH:11][C:8]([CH2:9][Br:15])=[CH:7][CH:6]=1. The yield is 0.580. (6) The reactants are Br[C:2]1[CH:7]=[CH:6][C:5]([Cl:8])=[C:4]([Cl:9])[CH:3]=1.[Li]CCCC.[F:15][C:16]([F:23])([CH3:22])[C:17](OCC)=[O:18]. The catalyst is CCOCC. The product is [Cl:9][C:4]1[CH:3]=[C:2]([C:17](=[O:18])[C:16]([F:23])([F:15])[CH3:22])[CH:7]=[CH:6][C:5]=1[Cl:8]. The yield is 0.710. (7) The reactants are [OH:1][C@@:2]1([C:9]#[C:10][C:11]2[CH:12]=[C:13]([N:17]3[C:21]4=[CH:22][N:23]=[CH:24][CH:25]=[C:20]4[C:19]([C:26]([O:28]C)=O)=[N:18]3)[CH:14]=[CH:15][CH:16]=2)[CH2:6][CH2:5][N:4]([CH3:7])[C:3]1=[O:8].[NH3:30]. No catalyst specified. The product is [OH:1][C@@:2]1([C:9]#[C:10][C:11]2[CH:12]=[C:13]([N:17]3[C:21]4=[CH:22][N:23]=[CH:24][CH:25]=[C:20]4[C:19]([C:26]([NH2:30])=[O:28])=[N:18]3)[CH:14]=[CH:15][CH:16]=2)[CH2:6][CH2:5][N:4]([CH3:7])[C:3]1=[O:8]. The yield is 0.260.